Dataset: Peptide-MHC class I binding affinity with 185,985 pairs from IEDB/IMGT. Task: Regression. Given a peptide amino acid sequence and an MHC pseudo amino acid sequence, predict their binding affinity value. This is MHC class I binding data. (1) The peptide sequence is KPKHLYVSM. The MHC is HLA-A31:01 with pseudo-sequence HLA-A31:01. The binding affinity (normalized) is 0.0847. (2) The binding affinity (normalized) is 0.342. The MHC is HLA-A32:01 with pseudo-sequence HLA-A32:01. The peptide sequence is IFALISFLL. (3) The binding affinity (normalized) is 0.0847. The peptide sequence is IIGFFLVTY. The MHC is HLA-A69:01 with pseudo-sequence HLA-A69:01. (4) The peptide sequence is CLRIPMTDH. The MHC is HLA-A03:01 with pseudo-sequence HLA-A03:01. The binding affinity (normalized) is 0.0847.